Predict the product of the given reaction. From a dataset of Forward reaction prediction with 1.9M reactions from USPTO patents (1976-2016). (1) Given the reactants Br[C:2]1[CH:25]=[N:24][C:5]2[N:6]=[CH:7][N:8]([NH:11][C:12]3[CH:17]=[C:16]([Cl:18])[CH:15]=[CH:14][C:13]=3[S:19]([CH2:22][CH3:23])(=[O:21])=[O:20])[C:9](=[O:10])[C:4]=2[CH:3]=1.[CH3:26][N:27](C=O)C, predict the reaction product. The product is: [Cl:18][C:16]1[CH:15]=[CH:14][C:13]([S:19]([CH2:22][CH3:23])(=[O:21])=[O:20])=[C:12]([CH:17]=1)[NH:11][N:8]1[C:9](=[O:10])[C:4]2[CH:3]=[C:2]([C:26]#[N:27])[CH:25]=[N:24][C:5]=2[N:6]=[CH:7]1. (2) The product is: [OH:1][C@@:2]1([C:9]#[C:10][C:11]2[CH:12]=[C:13]([C:17]3[N:26]=[C:25]([C:27]([NH2:34])=[O:29])[C:24]4[CH2:23][C:22]([CH3:32])([CH3:33])[CH2:21][CH2:20][C:19]=4[N:18]=3)[CH:14]=[CH:15][CH:16]=2)[CH2:6][CH2:5][N:4]([CH3:7])[C:3]1=[O:8]. Given the reactants [OH:1][C@@:2]1([C:9]#[C:10][C:11]2[CH:12]=[C:13]([C:17]3[N:26]=[C:25]([C:27]([O:29]CC)=O)[C:24]4[CH2:23][C:22]([CH3:33])([CH3:32])[CH2:21][CH2:20][C:19]=4[N:18]=3)[CH:14]=[CH:15][CH:16]=2)[CH2:6][CH2:5][N:4]([CH3:7])[C:3]1=[O:8].[NH3:34], predict the reaction product. (3) Given the reactants [F:1][C:2]1[CH:3]=[C:4]2[C:8](=[CH:9][CH:10]=1)[NH:7][C:6](=[O:11])[C:5]2=[N:12][N:13]=[CH:14][C:15]1[NH:19][C:18]([CH3:20])=[C:17]([C:21]([NH:23][CH2:24][CH2:25][CH2:26][CH2:27][CH2:28][C:29]([OH:31])=O)=[O:22])[C:16]=1[CH3:32].C(N(CC)CC)C.ClC(OCC)=O.[NH2:46][OH:47], predict the reaction product. The product is: [F:1][C:2]1[CH:3]=[C:4]2[C:8](=[CH:9][CH:10]=1)[NH:7][C:6](=[O:11])[C:5]2=[N:12][N:13]=[CH:14][C:15]1[NH:19][C:18]([CH3:20])=[C:17]([C:21]([NH:23][CH2:24][CH2:25][CH2:26][CH2:27][CH2:28][C:29]([NH:46][OH:47])=[O:31])=[O:22])[C:16]=1[CH3:32]. (4) Given the reactants [Br:1][C:2]1[CH:3]=[C:4]([SH:8])[CH:5]=[CH:6][CH:7]=1.[OH-].[Na+].[CH:11]12[O:17][CH:16]1[CH2:15][CH2:14][N:13]([C:18]([O:20][C:21]([CH3:24])([CH3:23])[CH3:22])=[O:19])[CH2:12]2, predict the reaction product. The product is: [Br:1][C:2]1[CH:3]=[C:4]([S:8][CH:16]2[CH2:15][CH2:14][N:13]([C:18]([O:20][C:21]([CH3:23])([CH3:22])[CH3:24])=[O:19])[CH2:12][CH:11]2[OH:17])[CH:5]=[CH:6][CH:7]=1. (5) Given the reactants [CH2:1]([N:3]1[C:9](=[O:10])[C:8]([CH3:12])([CH3:11])[C:7](=[O:13])[N:6]([CH3:14])[C:5]2[CH:15]=[C:16]([OH:19])[CH:17]=[CH:18][C:4]1=2)[CH3:2].C(=O)([O-])[O-].[K+].[K+].C(#N)C.Br[CH2:30][CH2:31][Cl:32], predict the reaction product. The product is: [Cl:32][CH2:31][CH2:30][O:19][C:16]1[CH:17]=[CH:18][C:4]2[N:3]([CH2:1][CH3:2])[C:9](=[O:10])[C:8]([CH3:12])([CH3:11])[C:7](=[O:13])[N:6]([CH3:14])[C:5]=2[CH:15]=1.